Dataset: Catalyst prediction with 721,799 reactions and 888 catalyst types from USPTO. Task: Predict which catalyst facilitates the given reaction. (1) Reactant: [C:1]1([N:7]2[C:11]([NH2:12])=[CH:10][CH:9]=[N:8]2)[CH:6]=[CH:5][CH:4]=[CH:3][CH:2]=1.Cl.[N:14](OC(C)(C)C)=[O:15]. Product: [N:14]([C:10]1[CH:9]=[N:8][N:7]([C:1]2[CH:6]=[CH:5][CH:4]=[CH:3][CH:2]=2)[C:11]=1[NH2:12])=[O:15]. The catalyst class is: 14. (2) The catalyst class is: 494. Product: [OH:24][C:21]1[C:20](=[O:22])[C:15]2[C:16](=[CH:17][CH:18]=[CH:19][CH:14]=2)[O:2][C:1]=1[C:3]1[CH:4]=[CH:5][C:6]([NH:9][C:10](=[O:12])[CH3:11])=[CH:7][CH:8]=1. Reactant: [CH:1]([C:3]1[CH:8]=[CH:7][C:6]([NH:9][C:10](=[O:12])[CH3:11])=[CH:5][CH:4]=1)=[O:2].O[C:14]1[CH:19]=[CH:18][CH:17]=[CH:16][C:15]=1[C:20](=[O:22])[CH3:21].Cl.[OH:24]O. (3) Reactant: [CH3:1][O:2][C:3]1[CH:4]=[C:5]([CH:8]=[CH:9][C:10]=1[O:11][CH2:12][C:13]1[N:14]=[C:15]([N:19]2[CH2:24][CH2:23][O:22][CH2:21][CH2:20]2)[S:16][C:17]=1[CH3:18])[CH:6]=[O:7].C(O)C.[BH4-].[Na+].O. Product: [CH3:1][O:2][C:3]1[CH:4]=[C:5]([CH2:6][OH:7])[CH:8]=[CH:9][C:10]=1[O:11][CH2:12][C:13]1[N:14]=[C:15]([N:19]2[CH2:24][CH2:23][O:22][CH2:21][CH2:20]2)[S:16][C:17]=1[CH3:18]. The catalyst class is: 7. (4) Reactant: [N:1]1[C:10]2[C:5](=[CH:6][C:7]([C:11]3([C:14]4[N:18]5[N:19]=[C:20]([C:23](=O)[CH3:24])[CH:21]=[CH:22][C:17]5=[N:16][N:15]=4)[CH2:13][CH2:12]3)=[CH:8][CH:9]=2)[CH:4]=[CH:3][CH:2]=1.Cl.[NH2:27][O:28][CH2:29][CH2:30][OH:31]. Product: [OH:31][CH2:30][CH2:29][O:28]/[N:27]=[C:23](/[C:20]1[CH:21]=[CH:22][C:17]2[N:18]([C:14]([C:11]3([C:7]4[CH:6]=[C:5]5[C:10](=[CH:9][CH:8]=4)[N:1]=[CH:2][CH:3]=[CH:4]5)[CH2:13][CH2:12]3)=[N:15][N:16]=2)[N:19]=1)\[CH3:24]. The catalyst class is: 322.